This data is from NCI-60 drug combinations with 297,098 pairs across 59 cell lines. The task is: Regression. Given two drug SMILES strings and cell line genomic features, predict the synergy score measuring deviation from expected non-interaction effect. Drug 1: C1C(C(OC1N2C=C(C(=O)NC2=O)F)CO)O. Drug 2: C1=CN(C=N1)CC(O)(P(=O)(O)O)P(=O)(O)O. Cell line: NCI-H226. Synergy scores: CSS=2.95, Synergy_ZIP=-2.41, Synergy_Bliss=-4.85, Synergy_Loewe=3.02, Synergy_HSA=-3.82.